This data is from Full USPTO retrosynthesis dataset with 1.9M reactions from patents (1976-2016). The task is: Predict the reactants needed to synthesize the given product. (1) Given the product [C:37]([NH:40][C:2]1[CH:3]=[C:4]2[NH:10][C:9]([C:19]3[CH:24]=[CH:23][N:22]=[C:21]([NH:25][C:26](=[O:28])[CH3:27])[CH:20]=3)=[C:8]([C:29]3[CH:34]=[CH:33][C:32]([O:35][CH3:36])=[CH:31][N:30]=3)[C:5]2=[N:6][CH:7]=1)(=[O:39])[CH3:38], predict the reactants needed to synthesize it. The reactants are: Br[C:2]1[CH:3]=[C:4]2[N:10](COCC[Si](C)(C)C)[C:9]([C:19]3[CH:24]=[CH:23][N:22]=[C:21]([NH:25][C:26](=[O:28])[CH3:27])[CH:20]=3)=[C:8]([C:29]3[CH:34]=[CH:33][C:32]([O:35][CH3:36])=[CH:31][N:30]=3)[C:5]2=[N:6][CH:7]=1.[C:37]([NH2:40])(=[O:39])[CH3:38].CC1(C)C2C(=C(P(C3C=CC=CC=3)C3C=CC=CC=3)C=CC=2)OC2C(P(C3C=CC=CC=3)C3C=CC=CC=3)=CC=CC1=2.C(=O)([O-])[O-].[Cs+].[Cs+].Cl. (2) Given the product [Cl:1][Si:2]([C:9]1[CH:14]=[C:13]([C:15]([CH3:17])([CH3:16])[CH3:18])[CH:12]=[C:11]([C:19]([CH3:22])([CH3:21])[CH3:20])[CH:10]=1)([C:27]1[CH:26]=[C:25]([CH3:24])[CH:30]=[C:29]([CH3:31])[CH:28]=1)[C:3]1[CH:4]=[CH:5][CH:6]=[CH:7][CH:8]=1, predict the reactants needed to synthesize it. The reactants are: [Cl:1][Si:2](Cl)([C:9]1[CH:14]=[C:13]([C:15]([CH3:18])([CH3:17])[CH3:16])[CH:12]=[C:11]([C:19]([CH3:22])([CH3:21])[CH3:20])[CH:10]=1)[C:3]1[CH:8]=[CH:7][CH:6]=[CH:5][CH:4]=1.[CH3:24][C:25]1[CH:26]=[C:27]([Li])[CH:28]=[C:29]([CH3:31])[CH:30]=1. (3) Given the product [Cl:30][C:4]1[CH:5]=[C:6]([CH:9]([CH3:29])[C:10]([NH:12][CH2:13][C:14]2[C:15]([N:24]3[CH2:28][CH2:27][CH2:26][CH2:25]3)=[N:16][C:17]([C:20]([F:23])([F:21])[F:22])=[CH:18][CH:19]=2)=[O:11])[CH:7]=[CH:8][C:3]=1[CH2:2][NH:1][S:32]([CH3:31])(=[O:34])=[O:33], predict the reactants needed to synthesize it. The reactants are: [NH2:1][CH2:2][C:3]1[CH:8]=[CH:7][C:6]([CH:9]([CH3:29])[C:10]([NH:12][CH2:13][C:14]2[C:15]([N:24]3[CH2:28][CH2:27][CH2:26][CH2:25]3)=[N:16][C:17]([C:20]([F:23])([F:22])[F:21])=[CH:18][CH:19]=2)=[O:11])=[CH:5][C:4]=1[Cl:30].[CH3:31][S:32](Cl)(=[O:34])=[O:33]. (4) Given the product [CH3:23][O:24][C:25]([C:27]1[CH:36]=[C:35]([O:37][CH2:1][C:2]2[CH:7]=[CH:6][CH:5]=[CH:4][CH:3]=2)[C:34]2[C:29](=[C:30]([Br:41])[CH:31]=[CH:32][CH:33]=2)[N:28]=1)=[O:26], predict the reactants needed to synthesize it. The reactants are: [CH2:1](OC1C(Br)=CC=C2C=1N=C(C(O)=O)C=C2)[C:2]1[CH:7]=[CH:6][CH:5]=[CH:4][CH:3]=1.[CH3:23][O:24][C:25]([C:27]1[CH:36]=[C:35]([OH:37])[C:34]2[C:29](=[C:30]([Br:41])[CH:31]=[C:32](C(C)C)[CH:33]=2)[N:28]=1)=[O:26]. (5) Given the product [OH:31][C:30]1[C:18]2[CH2:17][C@@H:16]3[C:23]([CH3:25])([CH3:24])[C@:20]([CH3:26])([C:19]=2[CH:27]=[CH:28][CH:29]=1)[CH2:21][CH2:22][N:15]3[C:13]([C@@H:10]1[CH2:11][CH2:12][C@H:7]([C:5]([OH:6])=[O:4])[CH2:8][CH2:9]1)=[O:14], predict the reactants needed to synthesize it. The reactants are: [OH-].[Na+].C[O:4][C:5]([C@H:7]1[CH2:12][CH2:11][C@@H:10]([C:13]([N:15]2[CH2:22][CH2:21][C@:20]3([CH3:26])[C:23]([CH3:25])([CH3:24])[C@H:16]2[CH2:17][C:18]2[C:30]([OH:31])=[CH:29][CH:28]=[CH:27][C:19]=23)=[O:14])[CH2:9][CH2:8]1)=[O:6].Cl.C(OCC)(=O)C. (6) Given the product [ClH:25].[N:1]1([CH2:7][CH2:8][CH2:9][O:10][C:11]2[CH:16]=[CH:15][C:14]([N:17]3[CH2:18][CH2:19][N:20]([C:23]([Cl:26])=[O:24])[CH2:21][CH2:22]3)=[CH:13][CH:12]=2)[CH2:6][CH2:5][CH2:4][CH2:3][CH2:2]1, predict the reactants needed to synthesize it. The reactants are: [N:1]1([CH2:7][CH2:8][CH2:9][O:10][C:11]2[CH:16]=[CH:15][C:14]([N:17]3[CH2:22][CH2:21][NH:20][CH2:19][CH2:18]3)=[CH:13][CH:12]=2)[CH2:6][CH2:5][CH2:4][CH2:3][CH2:2]1.[C:23]([Cl:26])([Cl:25])=[O:24].